Dataset: Full USPTO retrosynthesis dataset with 1.9M reactions from patents (1976-2016). Task: Predict the reactants needed to synthesize the given product. Given the product [CH2:9]([NH:16][C@@H:7]1[CH2:6][CH2:5][O:4][CH2:3][C@H:2]1[F:1])[C:10]1[CH:15]=[CH:14][CH:13]=[CH:12][CH:11]=1.[CH2:9]([NH:16][C@H:7]1[CH2:6][CH2:5][O:4][CH2:3][C@H:2]1[F:1])[C:10]1[CH:15]=[CH:14][CH:13]=[CH:12][CH:11]=1, predict the reactants needed to synthesize it. The reactants are: [F:1][CH:2]1[C:7](=O)[CH2:6][CH2:5][O:4][CH2:3]1.[CH2:9]([NH2:16])[C:10]1[CH:15]=[CH:14][CH:13]=[CH:12][CH:11]=1.[BH3-]C#N.[Na+].C(O)(=O)C.